This data is from Full USPTO retrosynthesis dataset with 1.9M reactions from patents (1976-2016). The task is: Predict the reactants needed to synthesize the given product. (1) Given the product [Cl-:22].[F:16][C:17]1[CH:24]=[CH:23][C:20]([CH2:21][N:1]2[CH2:6][CH2:5][NH2+:4][CH2:3][CH2:2]2)=[CH:19][CH:18]=1, predict the reactants needed to synthesize it. The reactants are: [NH:1]1[CH2:6][CH2:5][NH:4][CH2:3][CH2:2]1.O.Cl.Cl.N1CCNCC1.[F:16][C:17]1[CH:24]=[CH:23][C:20]([CH2:21][Cl:22])=[CH:19][CH:18]=1. (2) Given the product [NH:13]1[C:17]2[CH:18]=[CH:19][C:20]([C:22]3[NH:12][C:10]4[N:9]([N:8]=[C:7]([C:2]5[CH:3]=[CH:4][CH:5]=[CH:6][N:1]=5)[N:11]=4)[C:24](=[O:25])[CH:23]=3)=[CH:21][C:16]=2[N:15]=[N:14]1, predict the reactants needed to synthesize it. The reactants are: [N:1]1[CH:6]=[CH:5][CH:4]=[CH:3][C:2]=1[C:7]1[N:11]=[C:10]([NH2:12])[NH:9][N:8]=1.[NH:13]1[C:17]2[CH:18]=[CH:19][C:20]([C:22](=O)[CH2:23][C:24](OCC)=[O:25])=[CH:21][C:16]=2[N:15]=[N:14]1.CC1C=CC(S(O)(=O)=O)=CC=1.